Task: Regression. Given a peptide amino acid sequence and an MHC pseudo amino acid sequence, predict their binding affinity value. This is MHC class II binding data.. Dataset: Peptide-MHC class II binding affinity with 134,281 pairs from IEDB (1) The peptide sequence is SRSFLKHSLLRTQRL. The MHC is DRB1_1101 with pseudo-sequence DRB1_1101. The binding affinity (normalized) is 0.589. (2) The peptide sequence is NKKCDKKCIEWE. The MHC is DRB1_0401 with pseudo-sequence DRB1_0401. The binding affinity (normalized) is 0. (3) The peptide sequence is NNVVQALTSLGLLYT. The MHC is DRB1_0901 with pseudo-sequence DRB1_0901. The binding affinity (normalized) is 0.914.